The task is: Predict the reaction yield, written as a fraction of the theoretical maximum amount of product (1.0 means a 100% yield; for example, 0.34 means a 34% yield).. This data is from Reaction yield outcomes from USPTO patents with 853,638 reactions. (1) The reactants are C[O:2][C:3]1[C:11]2[O:10][C:9]([CH3:12])=[N:8][C:7]=2[CH:6]=[C:5]([C:13]([O:15]C)=[O:14])[CH:4]=1.[OH-].[Li+]. The product is [OH:2][C:3]1[C:11]2[O:10][C:9]([CH3:12])=[N:8][C:7]=2[CH:6]=[C:5]([C:13]([OH:15])=[O:14])[CH:4]=1. The yield is 0.650. The catalyst is C(O)C. (2) The reactants are [OH:1][C@@H:2]1[CH2:7][CH2:6][CH2:5][CH2:4][C@H:3]1[NH:8][C:9]1[S:10][C:11]2[CH:17]=[C:16]([CH2:18][C:19]3[N:23]4[CH:24]=[CH:25][C:26]([C:28](=[O:30])[CH3:29])=[CH:27][C:22]4=[N:21][CH:20]=3)[CH:15]=[CH:14][C:12]=2[N:13]=1.[BH4-].[Na+].Cl. The catalyst is CO. The product is [OH:30][CH:28]([C:26]1[CH:25]=[CH:24][N:23]2[C:19]([CH2:18][C:16]3[CH:15]=[CH:14][C:12]4[N:13]=[C:9]([NH:8][C@@H:3]5[CH2:4][CH2:5][CH2:6][CH2:7][C@H:2]5[OH:1])[S:10][C:11]=4[CH:17]=3)=[CH:20][N:21]=[C:22]2[CH:27]=1)[CH3:29]. The yield is 0.580. (3) The reactants are Cl[C:2]1[CH:9]=[CH:8][C:5]([CH:6]=[O:7])=[C:4]([N:10]([CH3:12])[CH3:11])[N:3]=1.C(=O)([O-])[O-].[Na+].[Na+].[CH:19]1(B(O)O)[CH2:21][CH2:20]1. The catalyst is C1(C)C=CC=CC=1.O.C1C=CC(/C=C/C(/C=C/C2C=CC=CC=2)=O)=CC=1.C1C=CC(/C=C/C(/C=C/C2C=CC=CC=2)=O)=CC=1.C1C=CC(/C=C/C(/C=C/C2C=CC=CC=2)=O)=CC=1.[Pd].[Pd]. The product is [CH:19]1([C:2]2[CH:9]=[CH:8][C:5]([CH:6]=[O:7])=[C:4]([N:10]([CH3:12])[CH3:11])[N:3]=2)[CH2:21][CH2:20]1. The yield is 0.626. (4) The reactants are [CH3:1][C:2]1[C:3]2[N:4]([C:20]([C@@H:23]3[CH2:27][CH2:26][CH2:25][N:24]3[CH3:28])=[N:21][N:22]=2)[CH:5]=[C:6]([O:8][C@H:9]2[C:18]3[C:13](=[CH:14][CH:15]=[CH:16][CH:17]=3)[C@@H:12]([NH2:19])[CH2:11][CH2:10]2)[CH:7]=1.ClC(Cl)(Cl)C[O:32][C:33](=O)[NH:34][C:35]1[N:36]([C:44]2[CH:49]=[CH:48][C:47]([CH3:50])=[CH:46][CH:45]=2)[N:37]=[C:38]([C:40]([CH3:43])([CH3:42])[CH3:41])[CH:39]=1.CCN(C(C)C)C(C)C. The catalyst is CN(C=O)C.CCOC(C)=O. The product is [C:40]([C:38]1[CH:39]=[C:35]([NH:34][C:33]([NH:19][C@@H:12]2[C:13]3[C:18](=[CH:17][CH:16]=[CH:15][CH:14]=3)[C@H:9]([O:8][C:6]3[CH:7]=[C:2]([CH3:1])[C:3]4[N:4]([C:20]([C@@H:23]5[CH2:27][CH2:26][CH2:25][N:24]5[CH3:28])=[N:21][N:22]=4)[CH:5]=3)[CH2:10][CH2:11]2)=[O:32])[N:36]([C:44]2[CH:49]=[CH:48][C:47]([CH3:50])=[CH:46][CH:45]=2)[N:37]=1)([CH3:43])([CH3:41])[CH3:42]. The yield is 0.740.